Task: Predict the reaction yield, written as a fraction of the theoretical maximum amount of product (1.0 means a 100% yield; for example, 0.34 means a 34% yield).. Dataset: Reaction yield outcomes from USPTO patents with 853,638 reactions (1) The reactants are Br[C:2]1[CH:3]=[C:4]2[C:8](=[CH:9][CH:10]=1)[NH:7][C:6](=[O:11])[CH2:5]2.C([Sn](CCCC)(CCCC)[C:17]1[CH:18]=[N:19][CH:20]=[CH:21][CH:22]=1)CCC.[F-].[K+]. The catalyst is [Cl-].C([N+](CC)(CC)CC)C.C(#N)C.C(Cl)(Cl)Cl.[Pd](Cl)Cl.C1(P(C2C=CC=CC=2)C2C=CC=CC=2)C=CC=CC=1. The product is [N:19]1[CH:20]=[CH:21][CH:22]=[C:17]([C:2]2[CH:3]=[C:4]3[C:8](=[CH:9][CH:10]=2)[NH:7][C:6](=[O:11])[CH2:5]3)[CH:18]=1. The yield is 0.180. (2) The reactants are [CH2:1]([O:8][C:9](=[O:17])[N:10]([CH2:14][CH2:15]Cl)[CH2:11][CH2:12]Cl)[C:2]1[CH:7]=[CH:6][CH:5]=[CH:4][CH:3]=1.[CH3:18][O:19][C:20](=[O:29])[CH2:21][C:22]([O:24][C:25]([CH3:28])([CH3:27])[CH3:26])=[O:23].C(=O)([O-])[O-].[K+].[K+]. The catalyst is [I-].C([N+](CCCC)(CCCC)CCCC)CCC.CN(C)C=O. The product is [CH3:18][O:19][C:20]([C:21]1([C:22]([O:24][C:25]([CH3:28])([CH3:27])[CH3:26])=[O:23])[CH2:15][CH2:14][N:10]([C:9]([O:8][CH2:1][C:2]2[CH:7]=[CH:6][CH:5]=[CH:4][CH:3]=2)=[O:17])[CH2:11][CH2:12]1)=[O:29]. The yield is 0.270. (3) The reactants are [Cl:1][C:2]1[CH:16]=[CH:15][C:5]([O:6][CH2:7][CH:8]2[CH2:13][CH2:12][N:11]([CH3:14])[CH2:10][CH2:9]2)=[C:4](I)[CH:3]=1.[Br:18][C:19]1[C:20]([NH2:26])=[N:21][CH:22]=[C:23]([CH3:25])[CH:24]=1. The catalyst is CCOC(C)=O.C1C=CC(/C=C/C(/C=C/C2C=CC=CC=2)=O)=CC=1.C1C=CC(/C=C/C(/C=C/C2C=CC=CC=2)=O)=CC=1.C1C=CC(/C=C/C(/C=C/C2C=CC=CC=2)=O)=CC=1.[Pd].[Pd].CC1(C)C2C(=C(P(C3C=CC=CC=3)C3C=CC=CC=3)C=CC=2)OC2C(P(C3C=CC=CC=3)C3C=CC=CC=3)=CC=CC1=2. The product is [Br:18][C:19]1[C:20]([NH:26][C:4]2[CH:3]=[C:2]([Cl:1])[CH:16]=[CH:15][C:5]=2[O:6][CH2:7][CH:8]2[CH2:13][CH2:12][N:11]([CH3:14])[CH2:10][CH2:9]2)=[N:21][CH:22]=[C:23]([CH3:25])[CH:24]=1. The yield is 0.800. (4) The yield is 0.850. The reactants are [CH2:1]([O:4][C:5](=[O:17])[NH:6][C:7]1[CH:12]=[CH:11][C:10]([N+:13]([O-])=O)=[CH:9][C:8]=1[Br:16])[CH2:2][CH3:3].C(=O)(O)[O-].[Na+]. The product is [CH2:1]([O:4][C:5](=[O:17])[NH:6][C:7]1[CH:12]=[CH:11][C:10]([NH2:13])=[CH:9][C:8]=1[Br:16])[CH2:2][CH3:3]. The catalyst is C(O)C.Cl.[Fe].